Dataset: Full USPTO retrosynthesis dataset with 1.9M reactions from patents (1976-2016). Task: Predict the reactants needed to synthesize the given product. (1) The reactants are: [NH2:1][CH2:2][CH:3]1[CH2:8][CH2:7][N:6]([C:9]2[C:14]([NH:15][C:16](=[O:24])[C:17]3[CH:22]=[CH:21][CH:20]=[C:19]([Cl:23])[CH:18]=3)=[CH:13][C:12]([S:25]([CH3:28])(=[O:27])=[O:26])=[CH:11][N:10]=2)[CH2:5][CH2:4]1.C(=O)([O-])[O-].[Na+].[Na+].[C:35]1([N:41]=[C:42]=[O:43])[CH:40]=[CH:39][CH:38]=[CH:37][CH:36]=1. Given the product [Cl:23][C:19]1[CH:18]=[C:17]([CH:22]=[CH:21][CH:20]=1)[C:16]([NH:15][C:14]1[C:9]([N:6]2[CH2:5][CH2:4][CH:3]([CH2:2][NH:1][C:42]([NH:41][C:35]3[CH:40]=[CH:39][CH:38]=[CH:37][CH:36]=3)=[O:43])[CH2:8][CH2:7]2)=[N:10][CH:11]=[C:12]([S:25]([CH3:28])(=[O:26])=[O:27])[CH:13]=1)=[O:24], predict the reactants needed to synthesize it. (2) Given the product [N:26]1([C:24]([O:14][C:8]([C:15]2[CH:16]=[CH:17][C:18]([Cl:21])=[CH:19][CH:20]=2)([C:5]2[CH:6]=[CH:7][C:2]([Cl:1])=[CH:3][CH:4]=2)[CH2:9][CH2:10][CH2:11][CH2:12][CH3:13])=[O:25])[CH:30]=[CH:29][N:28]=[CH:27]1, predict the reactants needed to synthesize it. The reactants are: [Cl:1][C:2]1[CH:7]=[CH:6][C:5]([C:8]([C:15]2[CH:20]=[CH:19][C:18]([Cl:21])=[CH:17][CH:16]=2)([OH:14])[CH2:9][CH2:10][CH2:11][CH2:12][CH3:13])=[CH:4][CH:3]=1.[H-].[Na+].[C:24](N1C=CN=C1)([N:26]1[CH:30]=[CH:29][N:28]=[CH:27]1)=[O:25]. (3) Given the product [CH:2]([C:3]1[S:7][C:6]([C:8]2[CH:9]=[C:10]3[C:14](=[C:15]([C:17]([NH2:19])=[O:18])[CH:16]=2)[NH:13][CH:12]=[C:11]3[CH:20]2[CH2:25][CH2:24][N:23]([S:26]([CH2:29][CH2:30][CH2:31][N:32]3[CH2:37][CH2:36][O:35][CH2:34][CH2:33]3)(=[O:27])=[O:28])[CH2:22][CH2:21]2)=[CH:5][CH:4]=1)=[O:1], predict the reactants needed to synthesize it. The reactants are: [OH:1][CH2:2][C:3]1[S:7][C:6]([C:8]2[CH:9]=[C:10]3[C:14](=[C:15]([C:17]([NH2:19])=[O:18])[CH:16]=2)[NH:13][CH:12]=[C:11]3[CH:20]2[CH2:25][CH2:24][N:23]([S:26]([CH2:29][CH2:30][CH2:31][N:32]3[CH2:37][CH2:36][O:35][CH2:34][CH2:33]3)(=[O:28])=[O:27])[CH2:22][CH2:21]2)=[CH:5][CH:4]=1. (4) Given the product [F:1][C:2]1[CH:10]=[C:9]([F:11])[CH:8]=[CH:7][C:3]=1[C:4]([Cl:15])=[O:5], predict the reactants needed to synthesize it. The reactants are: [F:1][C:2]1[CH:10]=[C:9]([F:11])[CH:8]=[CH:7][C:3]=1[C:4](O)=[O:5].C(Cl)(=O)C([Cl:15])=O.CN(C=O)C. (5) Given the product [CH3:32][O:31][C:29](=[O:30])[CH2:28][N:13]1[C:14](=[O:15])[C@@H:8]([NH:7][C:6]([O:5][C:1]([CH3:4])([CH3:2])[CH3:3])=[O:24])[C:9]2[CH:23]=[CH:22][CH:21]=[CH:20][C:10]=2[C:11]2[CH:19]=[CH:18][CH:17]=[CH:16][C:12]1=2, predict the reactants needed to synthesize it. The reactants are: [C:1]([O:5][C:6](=[O:24])[NH:7][C@@H:8]1[C:14](=[O:15])[NH:13][C:12]2[CH:16]=[CH:17][CH:18]=[CH:19][C:11]=2[C:10]2[CH:20]=[CH:21][CH:22]=[CH:23][C:9]1=2)([CH3:4])([CH3:3])[CH3:2].[H-].[Na+].Br[CH2:28][C:29]([O:31][CH3:32])=[O:30].Cl. (6) Given the product [CH2:5]([O:12][CH2:13][N:14]1[C:22]2[C:21]([O:23][CH3:24])=[N:20][CH:19]=[N:18][C:17]=2[C:16]([CH2:25][NH:27][C:28]([CH2:33][OH:34])([CH2:31][OH:32])[CH2:29][OH:30])=[CH:15]1)[C:6]1[CH:7]=[CH:8][CH:9]=[CH:10][CH:11]=1, predict the reactants needed to synthesize it. The reactants are: C([BH3-])#N.[Na+].[CH2:5]([O:12][CH2:13][N:14]1[C:22]2[C:21]([O:23][CH3:24])=[N:20][CH:19]=[N:18][C:17]=2[C:16]([CH:25]=O)=[CH:15]1)[C:6]1[CH:11]=[CH:10][CH:9]=[CH:8][CH:7]=1.[NH2:27][C:28]([CH2:33][OH:34])([CH2:31][OH:32])[CH2:29][OH:30]. (7) Given the product [CH3:33][N:28]1[CH:27]([CH2:26][O:25][C:20]2[CH:19]=[CH:18][C:17]3[C:22](=[CH:23][CH:24]=[C:15]([C:9]4[C:8]5[C:12](=[CH:13][CH:14]=[C:6]([C:4]6[N:5]=[C:40]([CH2:39][N:34]7[CH2:38][CH2:37][CH2:36][CH2:35]7)[NH:42][N:43]=6)[CH:7]=5)[NH:11][N:10]=4)[CH:16]=3)[CH:21]=2)[CH2:31][CH2:30][C:29]1=[O:32], predict the reactants needed to synthesize it. The reactants are: C(O[C:4]([C:6]1[CH:7]=[C:8]2[C:12](=[CH:13][CH:14]=1)[NH:11][N:10]=[C:9]2[C:15]1[CH:24]=[CH:23][C:22]2[C:17](=[CH:18][CH:19]=[C:20]([O:25][CH2:26][CH:27]3[CH2:31][CH2:30][C:29](=[O:32])[N:28]3[CH3:33])[CH:21]=2)[CH:16]=1)=[NH:5])C.[N:34]1([CH2:39][C:40]([NH:42][NH2:43])=O)[CH2:38][CH2:37][CH2:36][CH2:35]1.C(N(CC)CC)C.